From a dataset of Catalyst prediction with 721,799 reactions and 888 catalyst types from USPTO. Predict which catalyst facilitates the given reaction. (1) Reactant: [OH:1][C:2]1[CH:7]=[CH:6][C:5]([CH2:8][C:9]([O:11][CH3:12])=[O:10])=[CH:4][CH:3]=1.CCN(C(C)C)C(C)C.[CH2:22](Cl)[O:23][CH2:24][CH2:25][O:26][CH3:27]. Product: [CH3:12][O:11][C:9](=[O:10])[CH2:8][C:5]1[CH:4]=[CH:3][C:2]([O:1][CH2:22][O:23][CH2:24][CH2:25][O:26][CH3:27])=[CH:7][CH:6]=1. The catalyst class is: 2. (2) The catalyst class is: 8. Reactant: C1(=O)NC(=O)C2=CC=CC=C12.[C:12]1([CH2:18][CH2:19][CH2:20][N:21]2[CH2:30][CH2:29][C:28]3([C:31]4[CH:36]=[CH:35][CH:34]=[C:33]([O:37][CH3:38])[CH:32]=4)[C:23]([CH3:40])([CH2:24][CH2:25][CH:26]([NH2:39])[CH2:27]3)[CH2:22]2)[CH:17]=[CH:16][CH:15]=[CH:14][CH:13]=1.O.NN. Product: [C:12]1([CH2:18][CH2:19][CH2:20][N:21]2[CH2:30][CH2:29][C:28]3([C:31]4[CH:36]=[CH:35][CH:34]=[C:33]([O:37][CH3:38])[CH:32]=4)[C:23]([CH3:40])([CH2:24][CH2:25][CH:26]([NH2:39])[CH2:27]3)[CH2:22]2)[CH:17]=[CH:16][CH:15]=[CH:14][CH:13]=1. (3) Reactant: [CH2:1]([O:3][C:4](=[O:26])[CH2:5][C@@H:6]([NH:13][C:14]1[C:19]([N+:20]([O-])=O)=[CH:18][N:17]=[C:16]([CH:23]2[CH2:25][CH2:24]2)[N:15]=1)[C:7]1[CH:12]=[CH:11][CH:10]=[CH:9][CH:8]=1)[CH3:2]. Product: [CH2:1]([O:3][C:4](=[O:26])[CH2:5][C@@H:6]([NH:13][C:14]1[C:19]([NH2:20])=[CH:18][N:17]=[C:16]([CH:23]2[CH2:24][CH2:25]2)[N:15]=1)[C:7]1[CH:8]=[CH:9][CH:10]=[CH:11][CH:12]=1)[CH3:2]. The catalyst class is: 78. (4) Reactant: [CH3:1][CH:2]1[CH2:7][N:6]([C:8]2[C:13]([Cl:14])=[CH:12][C:11]([Cl:15])=[CH:10][C:9]=2[Cl:16])[S:5](=[O:18])(=[O:17])[N:4]([CH2:19][C:20]([O:22]C)=[O:21])[CH2:3]1.[Li+].[OH-]. Product: [CH3:1][CH:2]1[CH2:7][N:6]([C:8]2[C:13]([Cl:14])=[CH:12][C:11]([Cl:15])=[CH:10][C:9]=2[Cl:16])[S:5](=[O:17])(=[O:18])[N:4]([CH2:19][C:20]([OH:22])=[O:21])[CH2:3]1. The catalyst class is: 87. (5) Reactant: [CH:1]12[CH:8]([N:9]([CH3:17])[C:10](=[O:16])[O:11][C:12]([CH3:15])([CH3:14])[CH3:13])[CH:5]([CH2:6][CH2:7]1)[CH2:4][NH:3][CH2:2]2.CC1C=CC(S(O[CH2:29][CH2:30][CH2:31][NH:32][C:33]2[CH:38]=[CH:37][C:36]([C:39]#[N:40])=[CH:35][CH:34]=2)(=O)=O)=CC=1.C(=O)([O-])[O-].[K+].[K+]. Product: [C:39]([C:36]1[CH:37]=[CH:38][C:33]([NH:32][CH2:31][CH2:30][CH2:29][N:3]2[CH2:4][CH:5]3[CH:8]([N:9]([CH3:17])[C:10](=[O:16])[O:11][C:12]([CH3:13])([CH3:14])[CH3:15])[CH:1]([CH2:7][CH2:6]3)[CH2:2]2)=[CH:34][CH:35]=1)#[N:40]. The catalyst class is: 3. (6) Reactant: [CH3:1][C@H:2]1[CH2:7][CH2:6][C@H:5]([N:8]2[CH:12]=[C:11](/[CH:13]=[C:14]3/[C:15](=[O:20])[NH:16][CH2:17][CH2:18][O:19]/3)[N:10]=[CH:9]2)[CH2:4][CH2:3]1. Product: [CH3:1][C@H:2]1[CH2:3][CH2:4][C@H:5]([N:8]2[CH:12]=[C:11]([CH2:13][CH:14]3[O:19][CH2:18][CH2:17][NH:16][C:15]3=[O:20])[N:10]=[CH:9]2)[CH2:6][CH2:7]1. The catalyst class is: 349.